From a dataset of Reaction yield outcomes from USPTO patents with 853,638 reactions. Predict the reaction yield, written as a fraction of the theoretical maximum amount of product (1.0 means a 100% yield; for example, 0.34 means a 34% yield). (1) The reactants are [CH3:1][C:2]1([CH3:21])[C:6]([CH3:8])([CH3:7])[O:5][B:4]([C:9]2[CH:10]=[C:11]([CH2:15][C:16]([O:18]CC)=[O:17])[CH:12]=[CH:13][CH:14]=2)[O:3]1.O.[Li+].[OH-]. The catalyst is CO. The product is [CH3:7][C:6]1([CH3:8])[C:2]([CH3:1])([CH3:21])[O:3][B:4]([C:9]2[CH:10]=[C:11]([CH2:15][C:16]([OH:18])=[O:17])[CH:12]=[CH:13][CH:14]=2)[O:5]1. The yield is 0.550. (2) The reactants are [F:1][C:2]1[C:7]([C:8]2[CH:9]=[C:10]([C@:14]3([CH3:24])[CH2:19][CH2:18][S:17][C:16]([NH:20]C(=O)C)=[N:15]3)[CH:11]=[CH:12][CH:13]=2)=[CH:6][CH:5]=[CH:4][N:3]=1.C([O-])([O-])=O.[K+].[K+]. The yield is 0.650. The catalyst is CO.CO.O. The product is [F:1][C:2]1[C:7]([C:8]2[CH:9]=[C:10]([C@:14]3([CH3:24])[CH2:19][CH2:18][S:17][C:16]([NH2:20])=[N:15]3)[CH:11]=[CH:12][CH:13]=2)=[CH:6][CH:5]=[CH:4][N:3]=1.